This data is from NCI-60 drug combinations with 297,098 pairs across 59 cell lines. The task is: Regression. Given two drug SMILES strings and cell line genomic features, predict the synergy score measuring deviation from expected non-interaction effect. (1) Drug 1: COC1=NC(=NC2=C1N=CN2C3C(C(C(O3)CO)O)O)N. Drug 2: CC(C)(C#N)C1=CC(=CC(=C1)CN2C=NC=N2)C(C)(C)C#N. Cell line: OVCAR-4. Synergy scores: CSS=7.53, Synergy_ZIP=0.0745, Synergy_Bliss=2.57, Synergy_Loewe=1.11, Synergy_HSA=1.33. (2) Drug 1: CCC1(CC2CC(C3=C(CCN(C2)C1)C4=CC=CC=C4N3)(C5=C(C=C6C(=C5)C78CCN9C7C(C=CC9)(C(C(C8N6C)(C(=O)OC)O)OC(=O)C)CC)OC)C(=O)OC)O.OS(=O)(=O)O. Drug 2: C(CC(=O)O)C(=O)CN.Cl. Cell line: EKVX. Synergy scores: CSS=2.65, Synergy_ZIP=-2.08, Synergy_Bliss=0.0851, Synergy_Loewe=-1.65, Synergy_HSA=-1.70. (3) Drug 1: CC1C(C(CC(O1)OC2CC(CC3=C2C(=C4C(=C3O)C(=O)C5=C(C4=O)C(=CC=C5)OC)O)(C(=O)C)O)N)O.Cl. Drug 2: C#CCC(CC1=CN=C2C(=N1)C(=NC(=N2)N)N)C3=CC=C(C=C3)C(=O)NC(CCC(=O)O)C(=O)O. Cell line: 786-0. Synergy scores: CSS=28.0, Synergy_ZIP=-15.0, Synergy_Bliss=-17.0, Synergy_Loewe=-37.4, Synergy_HSA=-15.5. (4) Drug 2: COCCOC1=C(C=C2C(=C1)C(=NC=N2)NC3=CC=CC(=C3)C#C)OCCOC.Cl. Drug 1: CC1CCCC2(C(O2)CC(NC(=O)CC(C(C(=O)C(C1O)C)(C)C)O)C(=CC3=CSC(=N3)C)C)C. Synergy scores: CSS=25.8, Synergy_ZIP=8.53, Synergy_Bliss=13.7, Synergy_Loewe=-16.2, Synergy_HSA=7.55. Cell line: MCF7. (5) Drug 1: C1=CC(=CC=C1CCC2=CNC3=C2C(=O)NC(=N3)N)C(=O)NC(CCC(=O)O)C(=O)O. Drug 2: C1=NC2=C(N=C(N=C2N1C3C(C(C(O3)CO)O)O)F)N. Cell line: UO-31. Synergy scores: CSS=15.4, Synergy_ZIP=-8.31, Synergy_Bliss=-8.11, Synergy_Loewe=-18.8, Synergy_HSA=-7.82. (6) Drug 1: CN(C)N=NC1=C(NC=N1)C(=O)N. Drug 2: CCC(=C(C1=CC=CC=C1)C2=CC=C(C=C2)OCCN(C)C)C3=CC=CC=C3.C(C(=O)O)C(CC(=O)O)(C(=O)O)O. Cell line: OVCAR-4. Synergy scores: CSS=-1.31, Synergy_ZIP=0.0383, Synergy_Bliss=-2.08, Synergy_Loewe=-3.59, Synergy_HSA=-2.29.